This data is from Reaction yield outcomes from USPTO patents with 853,638 reactions. The task is: Predict the reaction yield, written as a fraction of the theoretical maximum amount of product (1.0 means a 100% yield; for example, 0.34 means a 34% yield). (1) The reactants are [Br:1][C:2]1[CH:20]=[CH:19][C:5]([O:6][CH2:7][C:8]([NH:11][C:12](=[O:18])[O:13][C:14]([CH3:17])([CH3:16])[CH3:15])([CH3:10])[CH3:9])=[CH:4][CH:3]=1.[H-].[Na+].I[CH3:24]. The catalyst is CN(C=O)C. The product is [C:14]([O:13][C:12](=[O:18])[N:11]([C:8]([CH3:9])([CH3:10])[CH2:7][O:6][C:5]1[CH:19]=[CH:20][C:2]([Br:1])=[CH:3][CH:4]=1)[CH3:24])([CH3:15])([CH3:17])[CH3:16]. The yield is 0.380. (2) The reactants are [CH2:1]([O:8][N:9]1[CH2:15][CH:14]=[CH:13][CH2:12][C@@H:11]([NH:16][S:17]([C:20]2[CH:25]=[CH:24][C:23]([O:26][C:27]3[CH:32]=[CH:31][C:30]([Cl:33])=[CH:29][CH:28]=3)=[CH:22][CH:21]=2)(=[O:19])=[O:18])[C:10]1=[O:34])[C:2]1[CH:7]=[CH:6][CH:5]=[CH:4][CH:3]=1.C([O-])([O-])=O.[Cs+].[Cs+].Cl.Cl[CH2:43][CH2:44][N:45]1[CH2:50][CH2:49][O:48][CH2:47][CH2:46]1.C(OCC)(=O)C. The catalyst is CS(C)=O. The product is [CH2:1]([O:8][N:9]1[CH2:15][CH:14]=[CH:13][CH2:12][C@@H:11]([N:16]([CH2:43][CH2:44][N:45]2[CH2:50][CH2:49][O:48][CH2:47][CH2:46]2)[S:17]([C:20]2[CH:25]=[CH:24][C:23]([O:26][C:27]3[CH:28]=[CH:29][C:30]([Cl:33])=[CH:31][CH:32]=3)=[CH:22][CH:21]=2)(=[O:18])=[O:19])[C:10]1=[O:34])[C:2]1[CH:3]=[CH:4][CH:5]=[CH:6][CH:7]=1. The yield is 0.800. (3) The reactants are [CH2:1]([O:4][C:5]1[CH:6]=[C:7]([C:15]2[O:19][N:18]=[C:17]([C:20]3[CH:28]=[CH:27][CH:26]=[C:25]4[C:21]=3[CH2:22][CH2:23][N:24]4[CH2:29][C:30]3([NH:38]C(=O)OC(C)(C)C)[CH2:35][O:34]C(C)(C)[O:32][CH2:31]3)[N:16]=2)[CH:8]=[CH:9][C:10]=1[O:11][CH2:12][CH2:13][CH3:14])[CH2:2][CH3:3].C(OC1C=C(C2ON=C(C3C=CC=C4C=3CCN4CC3(NC(=O)OC(C)(C)C)COC(C)(C)OC3)N=2)C=CC=1OCC)C. No catalyst specified. The product is [NH2:38][C:30]([CH2:29][N:24]1[C:25]2[C:21](=[C:20]([C:17]3[N:16]=[C:15]([C:7]4[CH:8]=[CH:9][C:10]([O:11][CH2:12][CH2:13][CH3:14])=[C:5]([O:4][CH2:1][CH2:2][CH3:3])[CH:6]=4)[O:19][N:18]=3)[CH:28]=[CH:27][CH:26]=2)[CH2:22][CH2:23]1)([CH2:31][OH:32])[CH2:35][OH:34]. The yield is 0.670. (4) The reactants are [C:1]([CH2:3][CH:4]([N:26]1[CH:30]=[C:29]([C:31]2[C:32]3[CH:39]=[CH:38][N:37](COCC[Si](C)(C)C)[C:33]=3[N:34]=[CH:35][N:36]=2)[CH:28]=[N:27]1)[CH2:5][N:6]1[CH2:11][CH2:10][N:9]([C:12]([C:14]2[CH:21]=[CH:20][C:17]([C:18]#[N:19])=[CH:16][C:15]=2[F:22])=[O:13])[CH2:8][CH:7]1[CH2:23][O:24][CH3:25])#[N:2].C(Cl)Cl. The catalyst is C(O)(C(F)(F)F)=O. The product is [C:1]([CH2:3][CH:4]([N:26]1[CH:30]=[C:29]([C:31]2[C:32]3[CH:39]=[CH:38][NH:37][C:33]=3[N:34]=[CH:35][N:36]=2)[CH:28]=[N:27]1)[CH2:5][N:6]1[CH2:11][CH2:10][N:9]([C:12]([C:14]2[CH:21]=[CH:20][C:17]([C:18]#[N:19])=[CH:16][C:15]=2[F:22])=[O:13])[CH2:8][CH:7]1[CH2:23][O:24][CH3:25])#[N:2]. The yield is 0.670. (5) The reactants are C([O-])(=[O:3])C.[Cs+].Cl[CH2:7][C:8]1[NH:17][C:16](=[O:18])[C:15]2[C:10](=[CH:11][C:12]3[CH2:21][CH2:20][CH2:19][C:13]=3[CH:14]=2)[N:9]=1. The catalyst is CN(C=O)C. The product is [OH:3][CH2:7][C:8]1[NH:17][C:16](=[O:18])[C:15]2[C:10](=[CH:11][C:12]3[CH2:21][CH2:20][CH2:19][C:13]=3[CH:14]=2)[N:9]=1. The yield is 0.580.